From a dataset of Experimentally validated miRNA-target interactions with 360,000+ pairs, plus equal number of negative samples. Binary Classification. Given a miRNA mature sequence and a target amino acid sequence, predict their likelihood of interaction. Result: 1 (interaction). The protein sequence of the target gene is MALGGEERKRRKGSERRQSSGDGVSCAASDYLVGQVADSLRGGPRPPGGGTGRLAALFSTAEPSAPPVFVPVPQETSKKRKLDDDDDDEEESVSQTKKPVLQEPSRKVKVKKLSDADKRLANRESALASADLEEELHQDQGQGRRRRSQSRGKVADGEALDVALSLAKDGGQRTKIPVNPEEERLKNERTVFVGNLPVTCNKKKLKSFFKEYGQVESVRFRSVMPAEGTLTKKLAAIKRKFHPDQKSINAYVVFKDESAAAKALQRNGAQIAEGFRIRVDLASETASRDKRSVFVGNLPY.... The miRNA is mmu-miR-3472 with sequence UAAUAGCCAGAAGCUGGAAGGAACC.